This data is from Catalyst prediction with 721,799 reactions and 888 catalyst types from USPTO. The task is: Predict which catalyst facilitates the given reaction. Reactant: ClC1C=C(C2C=C3C(CCC(C(OC)=O)C3)=CC=2)C=CC=1.[CH3:22][O:23][C:24]1[CH:41]=[CH:40][C:27]([CH2:28][NH:29][C:30]2[N+:31]([O-])=[CH:32][CH:33]=[C:34]([N+:36]([O-:38])=[O:37])[CH:35]=2)=[CH:26][CH:25]=1.P(Cl)(Cl)Cl. Product: [CH3:22][O:23][C:24]1[CH:25]=[CH:26][C:27]([CH2:28][NH:29][C:30]2[CH:35]=[C:34]([N+:36]([O-:38])=[O:37])[CH:33]=[CH:32][N:31]=2)=[CH:40][CH:41]=1. The catalyst class is: 22.